Predict which catalyst facilitates the given reaction. From a dataset of Catalyst prediction with 721,799 reactions and 888 catalyst types from USPTO. (1) Reactant: [N+:1]([C:4]1[CH:23]=[CH:22][C:7]([O:8][C:9]2[CH:14]=[CH:13][CH:12]=[CH:11][C:10]=2[C:15]2[CH:20]=[CH:19][N:18]=[C:17]([NH2:21])[N:16]=2)=[CH:6][CH:5]=1)([O-])=O.[H][H]. Product: [NH2:1][C:4]1[CH:5]=[CH:6][C:7]([O:8][C:9]2[CH:14]=[CH:13][CH:12]=[CH:11][C:10]=2[C:15]2[CH:20]=[CH:19][N:18]=[C:17]([NH2:21])[N:16]=2)=[CH:22][CH:23]=1. The catalyst class is: 19. (2) Reactant: [CH2:1]([O:8][C:9](=[O:28])[NH:10][C@@H:11]([C:22]1[CH:27]=[CH:26][CH:25]=[CH:24][CH:23]=1)[C:12]([C:14]1[CH:19]=[CH:18][C:17]([O:20][CH3:21])=[CH:16][CH:15]=1)=O)[C:2]1[CH:7]=[CH:6][CH:5]=[CH:4][CH:3]=1.Cl.[NH2:30][OH:31].N1C=CC=CC=1. Product: [CH2:1]([O:8][C:9](=[O:28])[NH:10][C@@H:11]([C:22]1[CH:27]=[CH:26][CH:25]=[CH:24][CH:23]=1)[C:12](=[N:30][OH:31])[C:14]1[CH:19]=[CH:18][C:17]([O:20][CH3:21])=[CH:16][CH:15]=1)[C:2]1[CH:7]=[CH:6][CH:5]=[CH:4][CH:3]=1. The catalyst class is: 14. (3) Reactant: [Br:1][C:2]1[CH:7]=[CH:6][C:5]([NH:8][C:9](=[O:20])[C:10]2[CH:15]=[CH:14][C:13](F)=[C:12]([N+:17]([O-:19])=[O:18])[CH:11]=2)=[CH:4][CH:3]=1.[CH3:21][NH2:22]. Product: [Br:1][C:2]1[CH:7]=[CH:6][C:5]([NH:8][C:9](=[O:20])[C:10]2[CH:15]=[CH:14][C:13]([NH:22][CH3:21])=[C:12]([N+:17]([O-:19])=[O:18])[CH:11]=2)=[CH:4][CH:3]=1. The catalyst class is: 13. (4) Reactant: Br[CH2:2][C:3]1[CH:4]=[CH:5][C:6]([C:9]2[CH:10]=[CH:11][N:12]=[C:13]3[C:18]=2[N:17]=[C:16]([O:19][CH3:20])[CH:15]=[CH:14]3)=[N:7][CH:8]=1.[C-:21]#[N:22].[K+]. Product: [CH3:20][O:19][C:16]1[N:17]=[C:18]2[C:13](=[CH:14][CH:15]=1)[N:12]=[CH:11][CH:10]=[C:9]2[C:6]1[N:7]=[CH:8][C:3]([CH2:2][C:21]#[N:22])=[CH:4][CH:5]=1. The catalyst class is: 88. (5) Reactant: Cl[C:2](OC(Cl)(Cl)Cl)=[O:3].[Cl:9][C:10]1[CH:15]=[C:14]([C:16]([F:19])([F:18])[F:17])[CH:13]=[C:12]([Cl:20])[C:11]=1[O:21][C:22]1[CH:26]=[C:25]([CH3:27])[NH:24][N:23]=1.[CH2:28]([NH2:34])[CH:29]1[O:33][CH2:32][CH2:31][CH2:30]1.C(N(CC)CC)C. Product: [CH2:28]([NH:34][C:2]([N:24]1[C:25]([CH3:27])=[CH:26][C:22]([O:21][C:11]2[C:10]([Cl:9])=[CH:15][C:14]([C:16]([F:19])([F:17])[F:18])=[CH:13][C:12]=2[Cl:20])=[N:23]1)=[O:3])[CH:29]1[O:33][CH2:32][CH2:31][CH2:30]1. The catalyst class is: 22.